Predict the product of the given reaction. From a dataset of Forward reaction prediction with 1.9M reactions from USPTO patents (1976-2016). (1) Given the reactants [CH3:1][C:2]1[CH:6]=[CH:5][S:4][C:3]=1/[CH:7]=[CH:8]/[CH:9]1[CH2:14][CH2:13][NH:12][CH2:11][CH2:10]1.[CH3:15][O:16][C:17]1[C:18]([CH:23]=O)=[N:19][CH:20]=[CH:21][N:22]=1.C(O[BH-](OC(=O)C)OC(=O)C)(=O)C.[Na+].[OH-].[Na+], predict the reaction product. The product is: [CH3:15][O:16][C:17]1[C:18]([CH2:23][N:12]2[CH2:13][CH2:14][CH:9](/[CH:8]=[CH:7]/[C:3]3[S:4][CH:5]=[CH:6][C:2]=3[CH3:1])[CH2:10][CH2:11]2)=[N:19][CH:20]=[CH:21][N:22]=1. (2) Given the reactants [Cl:1][C:2]1[CH:3]=[CH:4][C:5]([O:15][CH2:16][C:17]2[CH:22]=[CH:21][CH:20]=[CH:19][CH:18]=2)=[C:6]([C:8](=O)[CH2:9][CH2:10][C:11](=O)[CH3:12])[CH:7]=1.[CH3:23][O:24][C:25](=[O:34])[C:26]1[CH:31]=[C:30]([NH2:32])[CH:29]=[CH:28][C:27]=1[Cl:33].C1(C)C=CC(S(O)(=O)=O)=CC=1, predict the reaction product. The product is: [CH3:23][O:24][C:25](=[O:34])[C:26]1[C:27]([Cl:33])=[CH:28][CH:29]=[C:30]([N:32]2[C:11]([CH3:12])=[CH:10][CH:9]=[C:8]2[C:6]2[CH:7]=[C:2]([Cl:1])[CH:3]=[CH:4][C:5]=2[O:15][CH2:16][C:17]2[CH:22]=[CH:21][CH:20]=[CH:19][CH:18]=2)[CH:31]=1. (3) Given the reactants [CH2:1]([C:3]1[CH:12]=[CH:11][C:6]([C:7]([O:9]C)=[O:8])=[C:5]([O:13][CH3:14])[CH:4]=1)[CH3:2], predict the reaction product. The product is: [CH2:1]([C:3]1[CH:12]=[CH:11][C:6]([C:7]([OH:9])=[O:8])=[C:5]([O:13][CH3:14])[CH:4]=1)[CH3:2]. (4) The product is: [NH2:1][C:2]1[C:11]([F:12])=[C:10]([F:13])[CH:9]=[C:8]2[C:3]=1[C:4](=[O:25])[C:5]([C:22]([OH:24])=[O:23])=[CH:6][N:7]2[CH2:14][CH2:15][C:16]1[CH:21]=[CH:20][CH:19]=[CH:18][CH:17]=1. Given the reactants [NH2:1][C:2]1[C:11]([F:12])=[C:10]([F:13])[CH:9]=[C:8]2[C:3]=1[C:4](=[O:25])[C:5]([C:22]([O-:24])=[O:23])=[CH:6][N:7]2[CH2:14][CH2:15][C:16]1[CH:21]=[CH:20][CH:19]=[CH:18][CH:17]=1.OS(O)(=O)=O, predict the reaction product. (5) Given the reactants CO[C:3](=[O:21])[C:4]1[CH:9]=[CH:8][C:7]([C:10]2[C:15]([C:16]([F:19])([F:18])[F:17])=[CH:14][CH:13]=[CH:12][N:11]=2)=[CH:6][C:5]=1[NH2:20].[C:22](O)(=[O:24])[CH3:23].O.C[Si]([N-][Si](C)(C)C)(C)C.[K+], predict the reaction product. The product is: [OH:21][C:3]1[C:4]2[C:5](=[CH:6][C:7]([C:10]3[C:15]([C:16]([F:17])([F:18])[F:19])=[CH:14][CH:13]=[CH:12][N:11]=3)=[CH:8][CH:9]=2)[NH:20][C:22](=[O:24])[CH:23]=1. (6) The product is: [CH:1]1([N:4]2[CH2:9][C:8]3([CH2:10][CH2:11][N:12]([S:15]([C:18]4[CH:23]=[CH:22][C:21]([C:24]5[CH:33]=[C:32]6[C:27]([CH:28]=[CH:29][CH:30]=[N:31]6)=[CH:26][CH:25]=5)=[CH:20][CH:19]=4)(=[O:16])=[O:17])[CH2:13][CH2:14]3)[N:7]([CH3:35])[CH2:6][C:5]2=[O:34])[CH2:3][CH2:2]1. Given the reactants [CH:1]1([N:4]2[CH2:9][C:8]3([CH2:14][CH2:13][N:12]([S:15]([C:18]4[CH:23]=[CH:22][C:21]([C:24]5[CH:33]=[C:32]6[C:27]([CH:28]=[CH:29][CH:30]=[N:31]6)=[CH:26][CH:25]=5)=[CH:20][CH:19]=4)(=[O:17])=[O:16])[CH2:11][CH2:10]3)[NH:7][CH2:6][C:5]2=[O:34])[CH2:3][CH2:2]1.[C:35]([O-])(=O)C.[K+].CCN(C(C)C)C(C)C.C=O.C(O[BH-](OC(=O)C)OC(=O)C)(=O)C.[Na+], predict the reaction product. (7) The product is: [P:10]([O:32][C:26]1[CH:31]=[CH:30][CH:29]=[CH:28][CH:27]=1)([C:18]([C:19]([F:22])([F:21])[F:20])([F:23])[F:24])([C:11]([C:12]([F:13])([F:15])[F:14])([F:17])[F:16])=[O:25]. Given the reactants [F-].[K+].FC([P:10](=[O:25])([C:18]([F:24])([F:23])[C:19]([F:22])([F:21])[F:20])[C:11]([F:17])([F:16])[C:12]([F:15])([F:14])[F:13])(F)C(F)(F)F.[C:26]1([OH:32])[CH:31]=[CH:30][CH:29]=[CH:28][CH:27]=1, predict the reaction product.